This data is from Full USPTO retrosynthesis dataset with 1.9M reactions from patents (1976-2016). The task is: Predict the reactants needed to synthesize the given product. (1) Given the product [N:16]1[CH:17]=[CH:18][CH:19]=[CH:20][C:15]=1[C:13]1[N:12]=[N:11][N:10]([C:7]2[CH:8]=[CH:9][C:4]([NH2:1])=[CH:5][CH:6]=2)[CH:14]=1, predict the reactants needed to synthesize it. The reactants are: [N+:1]([C:4]1[CH:9]=[CH:8][C:7]([N:10]2[CH:14]=[C:13]([C:15]3[CH:20]=[CH:19][CH:18]=[CH:17][N:16]=3)[N:12]=[N:11]2)=[CH:6][CH:5]=1)([O-])=O.O.O.[Sn](Cl)Cl. (2) Given the product [Br:2][C:3]1[CH:8]=[CH:7][N:6]=[C:5]([C:14]([O:19][CH3:20])=[O:18])[CH:4]=1, predict the reactants needed to synthesize it. The reactants are: Cl.[Br:2][C:3]1[CH:8]=[CH:7][N:6]=[CH:5][CH:4]=1.OS(O)(=O)=O.[C:14]([O:19][CH3:20])(=[O:18])C(C)=O.OO. (3) Given the product [CH3:1][O:2][C:3]1[C:21]([O:22][CH3:23])=[CH:20][C:6]2[C:7]3[N:12]([CH:13]([CH3:15])[CH2:14][C:5]=2[CH:4]=1)[CH:11]=[C:10]([C:16]([O:18][CH2:24][CH3:25])=[O:17])[C:9](=[O:19])[CH:8]=3, predict the reactants needed to synthesize it. The reactants are: [CH3:1][O:2][C:3]1[C:21]([O:22][CH3:23])=[CH:20][C:6]2[CH:7]3[N:12]([CH:13]([CH3:15])[CH2:14][C:5]=2[CH:4]=1)[CH:11]=[C:10]([C:16]([O-:18])=[O:17])[C:9](=[O:19])[CH2:8]3.[C:24]1(Cl)C(=O)C(Cl)=C(Cl)C(=O)[C:25]=1Cl. (4) Given the product [F:16][C:8]([C:12]([F:15])([F:14])[F:13])([C:7]([F:18])([F:17])[F:6])[CH2:9][CH2:10][OH:20], predict the reactants needed to synthesize it. The reactants are: S(=O)(=O)(O)O.[F:6][C:7]([F:18])([F:17])[C:8]([F:16])([C:12]([F:15])([F:14])[F:13])[CH2:9][CH2:10]I.S([O-])([O-])=[O:20].[Na+].[Na+]. (5) Given the product [C:39]([O:38][C:36]([N:2]([CH3:1])[CH2:3][CH2:4][N:5]([CH3:6])[CH2:25][CH2:24][O:23][C:19]1[CH:18]=[C:17]([CH2:16][C:15]([O:14][CH3:13])=[O:27])[CH:22]=[CH:21][CH:20]=1)=[O:37])([CH3:40])([CH3:41])[CH3:42], predict the reactants needed to synthesize it. The reactants are: [CH3:1][NH:2][CH2:3][CH2:4][NH:5][CH3:6].C(=O)([O-])[O-].[K+].[K+].[CH3:13][O:14][C:15](=[O:27])[CH2:16][C:17]1[CH:22]=[CH:21][CH:20]=[C:19]([O:23][CH2:24][CH2:25]Br)[CH:18]=1.[C:39]([O:38][C:36](O[C:36]([O:38][C:39]([CH3:42])([CH3:41])[CH3:40])=[O:37])=[O:37])([CH3:42])([CH3:41])[CH3:40]. (6) Given the product [F:13][C:14]1[CH:22]=[CH:21][C:17]([C:18]2[O:5][N:4]=[C:1]([CH3:2])[N:3]=2)=[CH:16][CH:15]=1, predict the reactants needed to synthesize it. The reactants are: [C:1](=[N:4][OH:5])([NH2:3])[CH3:2].C(N(CC)CC)C.[F:13][C:14]1[CH:22]=[CH:21][C:17]([C:18](Cl)=O)=[CH:16][CH:15]=1.